This data is from NCI-60 drug combinations with 297,098 pairs across 59 cell lines. The task is: Regression. Given two drug SMILES strings and cell line genomic features, predict the synergy score measuring deviation from expected non-interaction effect. (1) Drug 1: CC12CCC(CC1=CCC3C2CCC4(C3CC=C4C5=CN=CC=C5)C)O. Drug 2: C1=CC(=CC=C1CCC2=CNC3=C2C(=O)NC(=N3)N)C(=O)NC(CCC(=O)O)C(=O)O. Cell line: EKVX. Synergy scores: CSS=0.549, Synergy_ZIP=-0.0466, Synergy_Bliss=-1.81, Synergy_Loewe=-4.26, Synergy_HSA=-4.52. (2) Drug 1: CN(CCCl)CCCl.Cl. Drug 2: C1CN(P(=O)(OC1)NCCCl)CCCl. Cell line: HCC-2998. Synergy scores: CSS=11.2, Synergy_ZIP=4.41, Synergy_Bliss=7.30, Synergy_Loewe=-4.87, Synergy_HSA=3.41.